Dataset: Catalyst prediction with 721,799 reactions and 888 catalyst types from USPTO. Task: Predict which catalyst facilitates the given reaction. Reactant: [CH3:1][O:2][C:3]1[CH:8]=[CH:7][C:6]([C:9]2[S:10][CH:11]=[CH:12][CH:13]=2)=[CH:5][C:4]=1[CH2:14][C:15]([C:17]1[CH:22]=[CH:21][C:20]([NH:23][C:24]2[N:32]=[CH:31][CH:30]=[CH:29][C:25]=2[C:26]([OH:28])=[O:27])=[CH:19][CH:18]=1)=[O:16].C=O.N1CCCC[CH2:36]1. Product: [CH3:1][O:2][C:3]1[CH:8]=[CH:7][C:6]([C:9]2[S:10][CH:11]=[CH:12][CH:13]=2)=[CH:5][C:4]=1[C:14](=[CH2:36])[C:15]([C:17]1[CH:18]=[CH:19][C:20]([NH:23][C:24]2[N:32]=[CH:31][CH:30]=[CH:29][C:25]=2[C:26]([OH:28])=[O:27])=[CH:21][CH:22]=1)=[O:16]. The catalyst class is: 15.